Predict the reaction yield, written as a fraction of the theoretical maximum amount of product (1.0 means a 100% yield; for example, 0.34 means a 34% yield). From a dataset of Reaction yield outcomes from USPTO patents with 853,638 reactions. (1) The reactants are CC1C2N=C(C3C=NC(OCCCC4CCN(C)CC4)=CC=3)NC=2C=CC=1.[CH3:28][C:29]1[CH:34]=[C:33]([O:35][CH2:36][CH2:37][CH2:38][CH:39]2[CH2:44][CH2:43][N:42]([CH3:45])[CH2:41][CH2:40]2)[N:32]=[CH:31][C:30]=1[CH:46]=O.[Cl:48][C:49]1[CH:54]=[C:53]([NH2:55])[C:52]([NH2:56])=[C:51]([CH3:57])[CH:50]=1. No catalyst specified. The product is [Cl:48][C:49]1[CH:50]=[C:51]([CH3:57])[C:52]2[N:56]=[C:46]([C:30]3[CH:31]=[N:32][C:33]([O:35][CH2:36][CH2:37][CH2:38][CH:39]4[CH2:44][CH2:43][N:42]([CH3:45])[CH2:41][CH2:40]4)=[CH:34][C:29]=3[CH3:28])[NH:55][C:53]=2[CH:54]=1. The yield is 0.300. (2) The reactants are [NH2:1][C:2]1[N:7]=[CH:6][N:5]=[C:4]2[N:8]([CH2:12][C:13]3[N:14]([CH:25]([CH3:27])[CH3:26])[C:15](=[O:24])[C:16]4[C:21]([CH:22]=3)=[CH:20][CH:19]=[CH:18][C:17]=4[CH3:23])[N:9]=[C:10](I)[C:3]=12.CC1(C)C(C)(C)OB([C:36]2[CH:37]=[C:38]([OH:42])[CH:39]=[CH:40][CH:41]=2)O1.C1C=CC(P(C2C=CC=CC=2)C2C=CC=CC=2)=CC=1.C([O-])([O-])=O.[Na+].[Na+]. The catalyst is CN(C=O)C.C(O)C.O.CC([O-])=O.CC([O-])=O.[Pd+2]. The product is [NH2:1][C:2]1[N:7]=[CH:6][N:5]=[C:4]2[N:8]([CH2:12][C:13]3[N:14]([CH:25]([CH3:27])[CH3:26])[C:15](=[O:24])[C:16]4[C:21]([CH:22]=3)=[CH:20][CH:19]=[CH:18][C:17]=4[CH3:23])[N:9]=[C:10]([C:36]3[CH:41]=[CH:40][CH:39]=[C:38]([OH:42])[CH:37]=3)[C:3]=12. The yield is 0.610. (3) The reactants are [NH2:1][C@@H:2]([C:5]([OH:7])=[O:6])[CH2:3][SH:4].[CH3:8][N:9]1[C:18]2[CH:17]=[C:16]3[S:19][C:20]([C:22]#N)=[N:21][C:15]3=[CH:14][C:13]=2[C:12]([CH3:24])=[CH:11][C:10]1([CH3:26])[CH3:25]. The catalyst is P([O-])([O-])([O-])=O.[Na+].[Na+].[Na+].CO. The product is [CH3:8][N:9]1[C:18]2[CH:17]=[C:16]3[S:19][C:20]([C:22]4[S:4][CH2:3][CH:2]([C:5]([OH:7])=[O:6])[N:1]=4)=[N:21][C:15]3=[CH:14][C:13]=2[C:12]([CH3:24])=[CH:11][C:10]1([CH3:26])[CH3:25]. The yield is 0.470. (4) The reactants are [CH3:1][O:2][C:3]1[CH:8]=[CH:7][C:6]([C:9]([CH3:25])([CH3:24])[CH2:10][NH:11][CH2:12][C:13]2[CH:18]=[CH:17][C:16]([O:19][C:20]([F:23])([F:22])[F:21])=[CH:15][CH:14]=2)=[CH:5][CH:4]=1.Cl[C:27]1[N:32]=[CH:31][CH:30]=[CH:29][N:28]=1.CCN(C(C)C)C(C)C. No catalyst specified. The product is [CH3:1][O:2][C:3]1[CH:8]=[CH:7][C:6]([C:9]([CH3:25])([CH3:24])[CH2:10][N:11]([CH2:12][C:13]2[CH:18]=[CH:17][C:16]([O:19][C:20]([F:22])([F:21])[F:23])=[CH:15][CH:14]=2)[C:27]2[N:32]=[CH:31][CH:30]=[CH:29][N:28]=2)=[CH:5][CH:4]=1. The yield is 0.880. (5) The yield is 0.800. The product is [F:1][C:2]1[CH:12]=[CH:11][C:5](/[CH:6]=[CH:19]/[C:18]2[CH:21]=[CH:22][C:15]([N:14]([CH3:23])[CH3:13])=[CH:16][CH:17]=2)=[CH:4][CH:3]=1. The reactants are [F:1][C:2]1[CH:12]=[CH:11][C:5]([CH2:6]P(=O)([O-])[O-])=[CH:4][CH:3]=1.[CH3:13][N:14]([CH3:23])[C:15]1[CH:22]=[CH:21][C:18]([CH:19]=O)=[CH:17][CH:16]=1.CC([O-])(C)C.[K+].O. The catalyst is CN(C=O)C. (6) The yield is 0.160. The catalyst is C(O)C.[Cl-].[Na+].O. The product is [N:11]1([CH2:10][CH:7]2[CH2:8][CH2:9][N:4]([C:3](=[C:17]([C:20]#[N:21])[C:18]#[N:19])[NH:22][CH2:23][CH2:24][CH2:25][N:26]3[CH2:31][CH2:30][CH2:29][CH2:28][CH2:27]3)[CH2:5][CH2:6]2)[CH2:16][CH2:15][CH2:14][CH2:13][CH2:12]1. The reactants are CS[C:3](=[C:17]([C:20]#[N:21])[C:18]#[N:19])[N:4]1[CH2:9][CH2:8][CH:7]([CH2:10][N:11]2[CH2:16][CH2:15][CH2:14][CH2:13][CH2:12]2)[CH2:6][CH2:5]1.[NH2:22][CH2:23][CH2:24][CH2:25][N:26]1[CH2:31][CH2:30][CH2:29][CH2:28][CH2:27]1. (7) The reactants are [CH3:1][O:2][C:3]1[CH:8]=[C:7]([O:9][CH2:10][O:11][CH3:12])[CH:6]=[C:5]([O:13][CH2:14][O:15][CH3:16])[CH:4]=1.[Li][CH2:18]CCC.CI. The catalyst is C1COCC1. The product is [CH3:1][O:2][C:3]1[CH:8]=[C:7]([O:9][CH2:10][O:11][CH3:12])[C:6]([CH3:18])=[C:5]([O:13][CH2:14][O:15][CH3:16])[CH:4]=1. The yield is 0.670. (8) The reactants are [CH2:1]([N:3]1[C:11]2[C:6](=[CH:7][CH:8]=[C:9]([O:12][CH3:13])[CH:10]=2)[C:5]([C:14](=O)[CH3:15])=[CH:4]1)[CH3:2].C([N:19]1[C:27]2C(=CC=C(OC)C=2)C=C1)C.COC(OC)[N:33](C)C.O.NN. The catalyst is N1CCCC1. The product is [CH2:1]([N:3]1[C:11]2[C:6](=[CH:7][CH:8]=[C:9]([O:12][CH3:13])[CH:10]=2)[C:5]([C:14]2[NH:33][N:19]=[CH:27][CH:15]=2)=[CH:4]1)[CH3:2]. The yield is 0.540. (9) The yield is 0.380. The product is [NH2:1][C:2]1[N:3]=[CH:4][C:5]2[CH2:11][N:10]([C:12]3[CH:13]=[C:14]([CH:18]=[CH:19][CH:20]=3)[C:15]([NH:62][C:61]3[CH:63]=[CH:64][CH:65]=[C:59]([CH2:57][CH3:58])[CH:60]=3)=[O:16])[CH2:9][CH2:8][C:6]=2[N:7]=1. The catalyst is CN(C=O)C. The reactants are [NH2:1][C:2]1[N:3]=[CH:4][C:5]2[CH2:11][N:10]([C:12]3[CH:13]=[C:14]([CH:18]=[CH:19][CH:20]=3)[C:15](O)=[O:16])[CH2:9][CH2:8][C:6]=2[N:7]=1.C(N(CC)C(C)C)(C)C.CCOC(C(C#N)=NOC(N1CCOCC1)=[N+](C)C)=O.F[P-](F)(F)(F)(F)F.[CH2:57]([C:59]1[CH:60]=[C:61]([CH:63]=[CH:64][CH:65]=1)[NH2:62])[CH3:58].